Dataset: Reaction yield outcomes from USPTO patents with 853,638 reactions. Task: Predict the reaction yield, written as a fraction of the theoretical maximum amount of product (1.0 means a 100% yield; for example, 0.34 means a 34% yield). The reactants are Cl.[NH:2]([C:4]([C:6]1([NH:9][C:10]([C:12]2([NH:15][C:16]([C:18]3[N:22]4[C@@:23]([CH2:36][C:37]5[CH:42]=[CH:41][C:40]([C:43]#[N:44])=[CH:39][CH:38]=5)([CH3:35])[C:24](=[O:34])[N:25]([C:26]5[CH:31]=[C:30]([Cl:32])[CH:29]=[C:28]([Cl:33])[CH:27]=5)[C:21]4=[N:20][CH:19]=3)=[O:17])[CH2:14][CH2:13]2)=[O:11])[CH2:8][CH2:7]1)=O)[NH2:3].Cl.C(O[C:49]([CH:51]1[CH2:53][CH2:52]1)=[NH:50])C.CCN(CC)CC. The catalyst is CN(C=O)C. The product is [CH:51]1([C:49]2[NH:50][C:4]([C:6]3([NH:9][C:10]([C:12]4([NH:15][C:16]([C:18]5[N:22]6[C@@:23]([CH2:36][C:37]7[CH:38]=[CH:39][C:40]([C:43]#[N:44])=[CH:41][CH:42]=7)([CH3:35])[C:24](=[O:34])[N:25]([C:26]7[CH:31]=[C:30]([Cl:32])[CH:29]=[C:28]([Cl:33])[CH:27]=7)[C:21]6=[N:20][CH:19]=5)=[O:17])[CH2:13][CH2:14]4)=[O:11])[CH2:7][CH2:8]3)=[N:2][N:3]=2)[CH2:53][CH2:52]1. The yield is 0.280.